The task is: Binary Classification. Given a drug SMILES string, predict its activity (active/inactive) in a high-throughput screening assay against a specified biological target.. This data is from KCNQ2 potassium channel screen with 302,405 compounds. (1) The drug is S(=O)(=O)(N\N=C\c1cc(OC)c(OCC)cc1)c1ccc(cc1)C. The result is 0 (inactive). (2) The molecule is O(C(=O)N1C(C=C(c2c1ccc(OC(OCC)=O)c2)C)(C)C)CC. The result is 0 (inactive). (3) The molecule is Clc1cc(c(OCCOCCNC(C)(C)C)cc1)CC=C. The result is 0 (inactive). (4) The compound is Fc1ccc(N2CCN(C(C(=O)NC3CCCc4c3cccc4)C)CC2)cc1. The result is 0 (inactive). (5) The result is 0 (inactive). The compound is O(c1c(C2n3[nH]nnc3=NC(C2)c2ccc(OC)cc2)cccc1OC)C. (6) The molecule is Fc1ccc(CC(OCN2C(=O)c3c(C2=O)cccc3)=O)cc1. The result is 0 (inactive).